Dataset: Retrosynthesis with 50K atom-mapped reactions and 10 reaction types from USPTO. Task: Predict the reactants needed to synthesize the given product. (1) Given the product O=C(Nc1c(C(O)(C(F)(F)F)C(F)(F)F)ccc2ccccc12)c1cc(Cl)cc(Cl)c1, predict the reactants needed to synthesize it. The reactants are: Nc1c(C(O)(C(F)(F)F)C(F)(F)F)ccc2ccccc12.O=C(Cl)c1cc(Cl)cc(Cl)c1. (2) Given the product O=C(c1ccccc1)C1CCCCC1, predict the reactants needed to synthesize it. The reactants are: O=C(Cl)C1CCCCC1.c1ccccc1. (3) Given the product CCc1ccc(O)c(CC)c1C=O, predict the reactants needed to synthesize it. The reactants are: CCc1ccc(OC)c(CC)c1C=O. (4) Given the product O=C(Oc1ccc([N+](=O)[O-])cc1)OC1CCCCC1, predict the reactants needed to synthesize it. The reactants are: O=C(Cl)Oc1ccc([N+](=O)[O-])cc1.OC1CCCCC1.